From a dataset of Reaction yield outcomes from USPTO patents with 853,638 reactions. Predict the reaction yield, written as a fraction of the theoretical maximum amount of product (1.0 means a 100% yield; for example, 0.34 means a 34% yield). (1) The yield is 0.790. The reactants are O.[C@@H:2]1([N:11]2[C:21]3[N:20]=[C:18]([NH2:19])[NH:17][C:15](=[O:16])[C:14]=3[N:13]=[CH:12]2)[O:10][C@H:7]([CH2:8][OH:9])[C@@H:5]([OH:6])[C@H:3]1[OH:4].Cl[Si](C)(C)C.[C:27](Cl)(=[O:31])[CH:28]([CH3:30])[CH3:29]. The product is [C:27]([NH:19][C:18]1[NH:17][C:15](=[O:16])[C:14]2[N:13]=[CH:12][N:11]([C:21]=2[N:20]=1)[C@@H:2]1[O:10][C@H:7]([CH2:8][OH:9])[C@@H:5]([OH:6])[C@H:3]1[OH:4])(=[O:31])[CH:28]([CH3:30])[CH3:29]. The catalyst is N1C=CC=CC=1. (2) The reactants are [C:1]([O:5][C:6]([N:8]1[CH2:12][C:11](=O)[CH2:10][C@H:9]1[C:14]([OH:16])=[O:15])=[O:7])([CH3:4])([CH3:3])[CH3:2].Cl.[CH2:18]([O:20][NH2:21])[CH3:19].N1C=CC=CC=1. The catalyst is C(O)C. The product is [C:1]([O:5][C:6]([N:8]1[CH2:12][C:11](=[N:21][O:20][CH2:18][CH3:19])[CH2:10][C@H:9]1[C:14]([OH:16])=[O:15])=[O:7])([CH3:4])([CH3:3])[CH3:2]. The yield is 0.930. (3) The reactants are Br[C:2]1[C:3]([NH2:9])=[N:4][CH:5]=[C:6]([NH2:8])[CH:7]=1.CC1(C)C(C)(C)OB([C:18]2[CH:23]=[CH:22][CH:21]=[CH:20][N:19]=2)O1.CC([O-])(C)C.[Na+].C1(P(=O)C2C=CC=CC=2)C=CC=CC=1. The catalyst is O1CCOCC1.C1C=CC(/C=C/C(/C=C/C2C=CC=CC=2)=O)=CC=1.C1C=CC(/C=C/C(/C=C/C2C=CC=CC=2)=O)=CC=1.C1C=CC(/C=C/C(/C=C/C2C=CC=CC=2)=O)=CC=1.[Pd].[Pd]. The product is [N:19]1[CH:20]=[CH:21][CH:22]=[CH:23][C:18]=1[C:2]1[C:3]([NH2:9])=[N:4][CH:5]=[C:6]([NH2:8])[CH:7]=1. The yield is 0.200. (4) The reactants are C(OC(=O)[NH:7][C:8]1[NH:9][C:10](=[O:23])[C:11]2[CH:16]=[C:15]([C:17]3[CH:22]=[CH:21][CH:20]=[CH:19][CH:18]=3)[S:14][C:12]=2[N:13]=1)(C)(C)C.[Br:25]Br. The catalyst is C(Cl)(Cl)Cl. The product is [BrH:25].[NH2:7][C:8]1[NH:9][C:10](=[O:23])[C:11]2[C:16]([Br:25])=[C:15]([C:17]3[CH:22]=[CH:21][CH:20]=[CH:19][CH:18]=3)[S:14][C:12]=2[N:13]=1. The yield is 0.460. (5) The reactants are [CH:1]([CH:3]1[CH2:8][CH2:7][N:6]([CH2:9][C:10]2[CH:22]=[CH:21][C:13]([C:14]([O:16][C:17]([CH3:20])([CH3:19])[CH3:18])=[O:15])=[CH:12][CH:11]=2)[CH2:5][CH2:4]1)=O.[C:23]1([C@@H:29]2[CH2:31][C@H:30]2[NH2:32])[CH:28]=[CH:27][CH:26]=[CH:25][CH:24]=1.[B-]C#N.[Na+].O. The catalyst is CO. The product is [C:23]1([C@@H:29]2[CH2:31][C@H:30]2[NH:32][CH2:1][CH:3]2[CH2:8][CH2:7][N:6]([CH2:9][C:10]3[CH:22]=[CH:21][C:13]([C:14]([O:16][C:17]([CH3:20])([CH3:19])[CH3:18])=[O:15])=[CH:12][CH:11]=3)[CH2:5][CH2:4]2)[CH:28]=[CH:27][CH:26]=[CH:25][CH:24]=1. The yield is 0.618. (6) The catalyst is C(Cl)Cl.N1C=CC=CC=1. The product is [F:21][C:16]1[N:15]=[C:14]2[O:9][C:7]([C:6]3[CH:5]=[CH:4][C:3]([N:2]([CH3:1])[CH3:12])=[CH:11][CH:10]=3)=[N:20][C:19]2=[CH:18][CH:17]=1. The yield is 0.440. The reactants are [CH3:1][N:2]([CH3:12])[C:3]1[CH:11]=[CH:10][C:6]([C:7]([OH:9])=O)=[CH:5][CH:4]=1.F[C:14]1[C:19]([NH2:20])=[CH:18][CH:17]=[C:16]([F:21])[N:15]=1.CN(C=O)C.C([O-])([O-])=O.[K+].[K+]. (7) The reactants are [CH:1]([N:14]1[CH2:17][C:16](=O)[CH2:15]1)([C:8]1[CH:13]=[CH:12][CH:11]=[CH:10][CH:9]=1)[C:2]1[CH:7]=[CH:6][CH:5]=[CH:4][CH:3]=1.[CH2:19]([NH2:26])[C:20]1[CH:25]=[CH:24][CH:23]=[CH:22][CH:21]=1.C(O)(=O)C.[C-:31]#[N:32].[Na+]. The catalyst is CO. The product is [CH:1]([N:14]1[CH2:17][C:16]([NH:26][CH2:19][C:20]2[CH:25]=[CH:24][CH:23]=[CH:22][CH:21]=2)([C:31]#[N:32])[CH2:15]1)([C:8]1[CH:13]=[CH:12][CH:11]=[CH:10][CH:9]=1)[C:2]1[CH:7]=[CH:6][CH:5]=[CH:4][CH:3]=1. The yield is 0.720. (8) The reactants are [Cl:1][C:2]1[N:3]=[C:4](Cl)[C:5]2[CH2:11][O:10][CH2:9][CH:8]([C:12]3[CH:17]=[CH:16][C:15]([Cl:18])=[CH:14][CH:13]=3)[C:6]=2[N:7]=1.[CH3:20][NH:21][CH3:22]. No catalyst specified. The product is [Cl:1][C:2]1[N:3]=[C:4]([N:21]([CH3:22])[CH3:20])[C:5]2[CH2:11][O:10][CH2:9][CH:8]([C:12]3[CH:17]=[CH:16][C:15]([Cl:18])=[CH:14][CH:13]=3)[C:6]=2[N:7]=1. The yield is 0.780.